From a dataset of Reaction yield outcomes from USPTO patents with 853,638 reactions. Predict the reaction yield, written as a fraction of the theoretical maximum amount of product (1.0 means a 100% yield; for example, 0.34 means a 34% yield). The reactants are Br[C:2]1[S:10][C:9]2[C:8](=[O:11])[NH:7][C:6]([CH3:13])([CH3:12])[N:5]([CH3:14])[C:4]=2[CH:3]=1.[CH3:15][C:16]1[C:20](B2OC(C)(C)C(C)(C)O2)=[CH:19][NH:18][N:17]=1.C(=O)([O-])[O-].[Cs+].[Cs+]. The catalyst is O.COCCOC. The product is [CH3:14][N:5]1[C:4]2[CH:3]=[C:2]([C:20]3[CH:19]=[N:18][NH:17][C:16]=3[CH3:15])[S:10][C:9]=2[C:8](=[O:11])[NH:7][C:6]1([CH3:13])[CH3:12]. The yield is 0.380.